This data is from NCI-60 drug combinations with 297,098 pairs across 59 cell lines. The task is: Regression. Given two drug SMILES strings and cell line genomic features, predict the synergy score measuring deviation from expected non-interaction effect. (1) Drug 1: COC1=C(C=C2C(=C1)N=CN=C2NC3=CC(=C(C=C3)F)Cl)OCCCN4CCOCC4. Drug 2: CC12CCC3C(C1CCC2O)C(CC4=C3C=CC(=C4)O)CCCCCCCCCS(=O)CCCC(C(F)(F)F)(F)F. Cell line: OVCAR3. Synergy scores: CSS=26.5, Synergy_ZIP=-6.27, Synergy_Bliss=-0.470, Synergy_Loewe=-3.75, Synergy_HSA=-1.59. (2) Drug 1: CC(C1=C(C=CC(=C1Cl)F)Cl)OC2=C(N=CC(=C2)C3=CN(N=C3)C4CCNCC4)N. Drug 2: C1=NC2=C(N=C(N=C2N1C3C(C(C(O3)CO)O)O)F)N. Cell line: NCIH23. Synergy scores: CSS=4.55, Synergy_ZIP=-6.40, Synergy_Bliss=-5.78, Synergy_Loewe=-10.2, Synergy_HSA=-6.13. (3) Drug 1: CCCS(=O)(=O)NC1=C(C(=C(C=C1)F)C(=O)C2=CNC3=C2C=C(C=N3)C4=CC=C(C=C4)Cl)F. Drug 2: CC1=C(N=C(N=C1N)C(CC(=O)N)NCC(C(=O)N)N)C(=O)NC(C(C2=CN=CN2)OC3C(C(C(C(O3)CO)O)O)OC4C(C(C(C(O4)CO)O)OC(=O)N)O)C(=O)NC(C)C(C(C)C(=O)NC(C(C)O)C(=O)NCCC5=NC(=CS5)C6=NC(=CS6)C(=O)NCCC[S+](C)C)O. Cell line: SF-268. Synergy scores: CSS=-3.82, Synergy_ZIP=-6.33, Synergy_Bliss=-16.0, Synergy_Loewe=-32.7, Synergy_HSA=-18.5.